Dataset: Forward reaction prediction with 1.9M reactions from USPTO patents (1976-2016). Task: Predict the product of the given reaction. (1) Given the reactants [CH3:1][N:2]([CH3:17])[C:3]([C:5]1[CH:6]=[C:7]([OH:16])[C:8]2[N:12]=[C:11]([CH3:13])[N:10]([CH3:14])[C:9]=2[CH:15]=1)=[O:4].[O:18]1[CH:20]2[CH2:21][C:22]3[C:27]([CH:19]12)=[CH:26][CH:25]=[CH:24][CH:23]=3.C(N(CC)CC)C.O.O.[C:37]([OH:42])(=[O:41])[C:38]([OH:40])=[O:39], predict the reaction product. The product is: [C:37]([OH:42])(=[O:41])[C:38]([OH:40])=[O:39].[OH:18][C@@H:20]1[CH2:21][C:22]2[C:27](=[CH:26][CH:25]=[CH:24][CH:23]=2)[C@H:19]1[O:16][C:7]1[C:8]2[N:12]=[C:11]([CH3:13])[N:10]([CH3:14])[C:9]=2[CH:15]=[C:5]([C:3]([N:2]([CH3:1])[CH3:17])=[O:4])[CH:6]=1. (2) Given the reactants [C:1]1([C:7]([C:12]2[CH:17]=[CH:16][CH:15]=[CH:14][CH:13]=2)([CH3:11])[C:8]([OH:10])=O)[CH:6]=[CH:5][CH:4]=[CH:3][CH:2]=1.[S:18]1[CH:22]=[CH:21][CH:20]=[C:19]1[CH2:23][CH2:24][NH2:25].C(N(CC)CC)C.CCN=C=NCCCN(C)C, predict the reaction product. The product is: [C:12]1([C:7]([C:1]2[CH:2]=[CH:3][CH:4]=[CH:5][CH:6]=2)([CH3:11])[C:8]([NH:25][CH2:24][CH2:23][C:19]2[S:18][CH:22]=[CH:21][CH:20]=2)=[O:10])[CH:17]=[CH:16][CH:15]=[CH:14][CH:13]=1.